This data is from Full USPTO retrosynthesis dataset with 1.9M reactions from patents (1976-2016). The task is: Predict the reactants needed to synthesize the given product. (1) The reactants are: [Cl:1][C:2]1[N:7]=[C:6](S(C)(=O)=O)[N:5]=[C:4]([N:12]2[C:16]3[CH:17]=[CH:18][CH:19]=[CH:20][C:15]=3[N:14]=[C:13]2[CH3:21])[CH:3]=1.[C:22]1([CH3:31])[CH:27]=[CH:26][C:25]([NH:28][CH:29]=[O:30])=[CH:24][CH:23]=1.[H-].[Na+].O. Given the product [Cl:1][C:2]1[CH:3]=[C:4]([N:12]2[C:16]3[CH:17]=[CH:18][CH:19]=[CH:20][C:15]=3[N:14]=[C:13]2[CH3:21])[N:5]=[C:6]([N:28]([C:25]2[CH:26]=[CH:27][C:22]([CH3:31])=[CH:23][CH:24]=2)[CH:29]=[O:30])[N:7]=1, predict the reactants needed to synthesize it. (2) Given the product [I:1][C:2]1[CH:3]=[N:4][N:5]([CH2:17][C:16]2[CH:19]=[CH:20][C:13]([O:12][CH3:11])=[CH:14][CH:15]=2)[CH:6]=1, predict the reactants needed to synthesize it. The reactants are: [I:1][C:2]1[CH:3]=[N:4][NH:5][CH:6]=1.[H-].[Na+].[H][H].[CH3:11][O:12][C:13]1[CH:20]=[CH:19][C:16]([CH2:17]Cl)=[CH:15][CH:14]=1. (3) Given the product [C:29]([NH:32][C:33]1[S:34][CH:35]=[C:36]([CH2:38][O:22][C:16]2[CH:15]=[C:14]3[C:19]([C:10]([NH:9][C:8]4[CH:23]=[CH:24][C:25]([CH3:26])=[C:6]([O:5][C:2](=[O:4])[CH3:3])[CH:7]=4)=[N:11][CH:12]=[N:13]3)=[CH:18][C:17]=2[O:20][CH3:21])[N:37]=1)(=[O:31])[CH3:30], predict the reactants needed to synthesize it. The reactants are: Cl.[C:2]([O:5][C:6]1[CH:7]=[C:8]([CH:23]=[CH:24][C:25]=1[CH3:26])[NH:9][C:10]1[C:19]2[C:14](=[CH:15][C:16]([OH:22])=[C:17]([O:20][CH3:21])[CH:18]=2)[N:13]=[CH:12][N:11]=1)(=[O:4])[CH3:3].[I-].[K+].[C:29]([NH:32][C:33]1[S:34][CH:35]=[C:36]([CH2:38]Cl)[N:37]=1)(=[O:31])[CH3:30]. (4) Given the product [Cl:1][C:2]1[CH:10]=[CH:9][C:8]([C:11]2[N:12]([C:22]([O:24][C:25]([CH3:27])([CH3:28])[CH3:26])=[O:23])[C:13]3[C:18]([CH:19]=2)=[CH:17][C:16]([CH2:20][N:30]2[CH2:34][CH2:33][CH2:32][CH2:31]2)=[CH:15][CH:14]=3)=[C:7]2[C:3]=1[CH2:4][NH:5][C:6]2=[O:29], predict the reactants needed to synthesize it. The reactants are: [Cl:1][C:2]1[CH:10]=[CH:9][C:8]([C:11]2[N:12]([C:22]([O:24][C:25]([CH3:28])([CH3:27])[CH3:26])=[O:23])[C:13]3[C:18]([CH:19]=2)=[CH:17][C:16]([CH:20]=O)=[CH:15][CH:14]=3)=[C:7]2[C:3]=1[CH2:4][NH:5][C:6]2=[O:29].[NH:30]1[CH2:34][CH2:33][CH2:32][CH2:31]1.C(O)(=O)C.C(O[BH-](OC(=O)C)OC(=O)C)(=O)C.[Na+].Cl. (5) Given the product [CH2:29]([NH:32][C:20]1[N:15]2[N:14]=[C:13]([C:22]3[CH:27]=[CH:26][C:25]([F:28])=[CH:24][CH:23]=3)[C:12]([C:10]3[CH:9]=[CH:8][N:7]=[C:6]([NH:5][CH2:1][CH2:2][CH2:3][CH3:4])[N:11]=3)=[C:16]2[CH:17]=[CH:18][CH:19]=1)[CH:30]=[CH2:31], predict the reactants needed to synthesize it. The reactants are: [CH2:1]([NH:5][C:6]1[N:11]=[C:10]([C:12]2[C:13]([C:22]3[CH:27]=[CH:26][C:25]([F:28])=[CH:24][CH:23]=3)=[N:14][N:15]3[C:20](Cl)=[CH:19][CH:18]=[CH:17][C:16]=23)[CH:9]=[CH:8][N:7]=1)[CH2:2][CH2:3][CH3:4].[CH2:29]([NH2:32])[CH:30]=[CH2:31]. (6) Given the product [O:20]1[CH2:19][CH:2]1[CH2:1][N:3]([CH2:4][CH:6]1[CH2:7][O:8]1)[S:15]([C:9]1[CH:14]=[CH:13][CH:12]=[CH:11][CH:10]=1)(=[O:17])=[O:16], predict the reactants needed to synthesize it. The reactants are: [C:1](#[N:3])[CH3:2].[CH2:4]([CH:6]1[O:8][CH2:7]1)Cl.[C:9]1([S:15](N)(=[O:17])=[O:16])[CH:14]=[CH:13][CH:12]=[CH:11][CH:10]=1.[C:19](=O)([O-])[O-:20].[Cs+].[Cs+]. (7) Given the product [Cl:23][C:18]1[CH:17]=[C:16]([C:14]2[N:15]=[C:11]([C:9]3[CH:10]=[C:5]([C:3]([OH:4])=[O:2])[C:6]([C:24]4[CH:29]=[CH:28][C:27]([C:30](=[O:31])[NH:33][CH2:34][CH2:35][N:36]5[CH2:41][CH2:40][O:39][CH2:38][CH2:37]5)=[CH:26][CH:25]=4)=[CH:7][CH:8]=3)[S:12][CH:13]=2)[CH:21]=[CH:20][C:19]=1[Cl:22], predict the reactants needed to synthesize it. The reactants are: C[O:2][C:3]([C:5]1[C:6]([C:24]2[CH:29]=[CH:28][C:27]([C:30](O)=[O:31])=[CH:26][CH:25]=2)=[CH:7][CH:8]=[C:9]([C:11]2[S:12][CH:13]=[C:14]([C:16]3[CH:21]=[CH:20][C:19]([Cl:22])=[C:18]([Cl:23])[CH:17]=3)[N:15]=2)[CH:10]=1)=[O:4].[NH2:33][CH2:34][CH2:35][N:36]1[CH2:41][CH2:40][O:39][CH2:38][CH2:37]1.